This data is from Full USPTO retrosynthesis dataset with 1.9M reactions from patents (1976-2016). The task is: Predict the reactants needed to synthesize the given product. (1) Given the product [CH2:16]([N:20]1[C:21]2[CH:27]=[C:26]([O:28][CH2:29][CH2:30][CH2:31][N:32]([CH2:33][CH3:34])[CH2:35][CH3:36])[CH:25]=[C:24]([O:37][CH2:38][CH2:39][CH2:40][N:41]([CH2:44][CH3:45])[CH2:42][CH3:43])[C:22]=2[N:23]=[C:14]1[CH:11]1[CH2:10][CH2:9][N:8]([C:6]([O:5][C:1]([CH3:2])([CH3:3])[CH3:4])=[O:7])[CH2:13][CH2:12]1)[CH2:17][CH2:18][CH3:19], predict the reactants needed to synthesize it. The reactants are: [C:1]([O:5][C:6]([N:8]1[CH2:13][CH2:12][CH:11]([CH:14]=O)[CH2:10][CH2:9]1)=[O:7])([CH3:4])([CH3:3])[CH3:2].[CH2:16]([NH:20][C:21]1[CH:27]=[C:26]([O:28][CH2:29][CH2:30][CH2:31][N:32]([CH2:35][CH3:36])[CH2:33][CH3:34])[CH:25]=[C:24]([O:37][CH2:38][CH2:39][CH2:40][N:41]([CH2:44][CH3:45])[CH2:42][CH3:43])[C:22]=1[NH2:23])[CH2:17][CH2:18][CH3:19]. (2) Given the product [CH2:16]([N:5]1[C:4]2[CH:3]=[C:2]([C:23]3[CH:22]=[N:21][NH:20][C:19]=3[CH3:18])[S:10][C:9]=2[C:8](=[O:11])[NH:7][C:6]21[CH2:15][CH2:14][CH2:13][CH2:12]2)[CH3:17], predict the reactants needed to synthesize it. The reactants are: Br[C:2]1[S:10][C:9]2[C:8](=[O:11])[NH:7][C:6]3([CH2:15][CH2:14][CH2:13][CH2:12]3)[N:5]([CH2:16][CH3:17])[C:4]=2[CH:3]=1.[CH3:18][C:19]1[C:23](B2OC(C)(C)C(C)(C)O2)=[CH:22][N:21](C(OC(C)(C)C)=O)[N:20]=1.C(=O)([O-])[O-].[Na+].[Na+].COCCOC. (3) Given the product [OH:8][CH2:9][CH2:10][CH2:11][CH2:12][CH2:13][CH2:14][CH2:15][CH2:16][CH2:17][CH2:18][CH2:19][CH2:20][O:21][P:22](=[O:23])([OH:24])[OH:25], predict the reactants needed to synthesize it. The reactants are: C([O:8][CH2:9][CH2:10][CH2:11][CH2:12][CH2:13][CH2:14][CH2:15][CH2:16][CH2:17][CH2:18][CH2:19][CH2:20][O:21][P:22](=[O:25])([OH:24])[OH:23])C1C=CC=CC=1. (4) Given the product [CH:8]1[C:10]([C:12]2[C:11](=[O:18])[C:10]3[C:8]([OH:9])=[CH:7][C:19]([OH:21])=[CH:14][C:15]=3[O:17][CH:13]=2)=[CH:11][CH:12]=[C:1]([OH:4])[CH:7]=1, predict the reactants needed to synthesize it. The reactants are: [C:1](=[O:4])([O-])[O-].[Na+].[Na+].[CH3:7][C:8]([C:10]1[C:15](O)=[CH:14][C:13]([OH:17])=[CH:12][C:11]=1[OH:18])=[O:9].[CH:19]([O:21]S([O-])(=O)=O)=O.[Na+].S(=O)(=O)(O)O. (5) Given the product [CH3:1][CH:2]([C@H:4]([CH:6]=[CH:7][C@H:8]([C@@H:10]1[C@:27]2([CH3:28])[C@H:13]([C@H:14]3[C@H:24]([CH2:25][CH2:26]2)[C@:22]2([CH3:23])[C:17](=[CH:18][C:19](=[N:31][OH:32])[CH2:20][CH2:21]2)[CH:16]=[CH:15]3)[CH2:12][CH2:11]1)[CH3:9])[CH3:5])[CH3:3], predict the reactants needed to synthesize it. The reactants are: [CH3:1][CH:2]([C@H:4]([CH:6]=[CH:7][C@H:8]([C@@H:10]1[C@:27]2([CH3:28])[C@H:13]([C@H:14]3[C@H:24]([CH2:25][CH2:26]2)[C@:22]2([CH3:23])[C:17](=[CH:18][C:19](=O)[CH2:20][CH2:21]2)[CH:16]=[CH:15]3)[CH2:12][CH2:11]1)[CH3:9])[CH3:5])[CH3:3].Cl.[NH2:31][OH:32].